Dataset: Full USPTO retrosynthesis dataset with 1.9M reactions from patents (1976-2016). Task: Predict the reactants needed to synthesize the given product. (1) Given the product [C:9]([C:3]1([C:2]([OH:7])=[O:1])[CH2:4][CH:5]1[C:6](=[O:8])[NH:11][C:12]1[CH:17]=[CH:16][C:15]([N:18]2[CH:23]=[CH:22][CH:21]=[CH:20][C:19]2=[O:24])=[CH:14][C:13]=1[F:25])#[N:10], predict the reactants needed to synthesize it. The reactants are: [O:1]=[C:2]1[O:7][C:6](=[O:8])[CH:5]2[C:3]1([C:9]#[N:10])[CH2:4]2.[NH2:11][C:12]1[CH:17]=[CH:16][C:15]([N:18]2[CH:23]=[CH:22][CH:21]=[CH:20][C:19]2=[O:24])=[CH:14][C:13]=1[F:25]. (2) The reactants are: [CH2:1]([N:3]([CH2:21][CH3:22])[C:4]([C:6]1[CH:7]=[CH:8][C:9]2[C:10](=O)[C:11]3[C:16]([O:17][C:18]=2[CH:19]=1)=[CH:15][CH:14]=[CH:13][CH:12]=3)=[O:5])[CH3:2].C(OC([N:30]1[CH2:35][CH2:34][C:33](=O)[CH2:32][CH2:31]1)=O)(C)(C)C.C(=O)([O-])[O-].[K+].[K+]. Given the product [CH2:1]([N:3]([CH2:21][CH3:22])[C:4]([C:6]1[CH:7]=[CH:8][C:9]2[C:10](=[C:33]3[CH2:34][CH2:35][NH:30][CH2:31][CH2:32]3)[C:11]3[C:16]([O:17][C:18]=2[CH:19]=1)=[CH:15][CH:14]=[CH:13][CH:12]=3)=[O:5])[CH3:2], predict the reactants needed to synthesize it. (3) Given the product [NH2:1][CH2:4][C:5]1[CH:6]=[C:7]([CH:12]=[C:13]([CH2:15][F:16])[CH:14]=1)[CH2:8][OH:9], predict the reactants needed to synthesize it. The reactants are: [N:1]([CH2:4][C:5]1[CH:6]=[C:7]([CH:12]=[C:13]([CH2:15][F:16])[CH:14]=1)[C:8](OC)=[O:9])=[N+]=[N-].[H-].[H-].[H-].[H-].[Li+].[Al+3]. (4) Given the product [C:1]1([CH2:7][CH2:8][NH:9][C:11]2[CH:16]=[CH:15][CH:14]=[CH:13][C:12]=2[N+:17]([O-:19])=[O:18])[CH:6]=[CH:5][CH:4]=[CH:3][CH:2]=1, predict the reactants needed to synthesize it. The reactants are: [C:1]1([CH2:7][CH2:8][NH2:9])[CH:6]=[CH:5][CH:4]=[CH:3][CH:2]=1.F[C:11]1[CH:16]=[CH:15][CH:14]=[CH:13][C:12]=1[N+:17]([O-:19])=[O:18].C(=O)([O-])[O-].[K+].[K+].O.